This data is from Full USPTO retrosynthesis dataset with 1.9M reactions from patents (1976-2016). The task is: Predict the reactants needed to synthesize the given product. (1) Given the product [CH2:1]([O:5][C:6]1[CH:11]=[C:10]([O:12][CH2:13][CH2:14][CH2:15][CH3:16])[CH:9]=[CH:8][C:7]=1[C:17]1[S:21][C:20]([CH:22]=[C:30]2[S:24][C:25](=[S:26])[N:27]([CH2:31][C:32]([OH:34])=[O:33])[C:28]2=[O:29])=[CH:19][CH:18]=1)[CH2:2][CH2:3][CH3:4], predict the reactants needed to synthesize it. The reactants are: [CH2:1]([O:5][C:6]1[CH:11]=[C:10]([O:12][CH2:13][CH2:14][CH2:15][CH3:16])[CH:9]=[CH:8][C:7]=1[C:17]1[S:21][C:20]([CH:22]=O)=[CH:19][CH:18]=1)[CH2:2][CH2:3][CH3:4].[S:24]1[CH2:30][C:28](=[O:29])[N:27]([CH2:31][C:32]([OH:34])=[O:33])[C:25]1=[S:26].N1CCCCC1.Cl. (2) Given the product [Br:1][C:2]1[CH:3]=[C:4]([CH3:12])[C:5]2[N:9]=[C:8]([CH3:10])[N:7]([CH2:18][C:19]3[CH:24]=[CH:23][C:22]([O:25][CH2:26][CH3:27])=[CH:21][C:20]=3[O:28][CH3:29])[C:6]=2[CH:11]=1, predict the reactants needed to synthesize it. The reactants are: [Br:1][C:2]1[CH:3]=[C:4]([CH3:12])[C:5]2[N:9]=[C:8]([CH3:10])[NH:7][C:6]=2[CH:11]=1.CS(O[CH2:18][C:19]1[CH:24]=[CH:23][C:22]([O:25][CH2:26][CH3:27])=[CH:21][C:20]=1[O:28][CH3:29])(=O)=O. (3) Given the product [CH3:1][C:2]1[CH:22]=[CH:21][CH:20]=[CH:19][C:3]=1[C:4]([C:6]1[CH:7]=[CH:8][C:9]([C:12]([OH:13])=[O:24])=[CH:10][CH:11]=1)=[O:5], predict the reactants needed to synthesize it. The reactants are: [CH3:1][C:2]1[CH:22]=[CH:21][CH:20]=[CH:19][C:3]=1[C:4]([C:6]1[CH:11]=[CH:10][C:9]([C:12]2[O:13]CC(C)(C)N=2)=[CH:8][CH:7]=1)=[O:5].Cl.[OH2:24]. (4) The reactants are: [C:1]([O:5][C:6]([NH:8][CH:9]1[C:17]2[C:12](=[CH:13][C:14](/[CH:18]=[CH:19]/[C:20](O)=[O:21])=[CH:15][CH:16]=2)[CH2:11][CH2:10]1)=[O:7])([CH3:4])([CH3:3])[CH3:2].[F:23][C:24]([F:38])([F:37])[CH:25]([C:27]1[CH:32]=[CH:31][CH:30]=[C:29]([C:33]([F:36])([F:35])[F:34])[CH:28]=1)[NH2:26].[Cl-].COC1N=C(OC)N=C([N+]2(C)CCOCC2)N=1. Given the product [O:21]=[C:20]([NH:26][CH:25]([C:27]1[CH:32]=[CH:31][CH:30]=[C:29]([C:33]([F:34])([F:35])[F:36])[CH:28]=1)[C:24]([F:38])([F:37])[F:23])/[CH:19]=[CH:18]/[C:14]1[CH:13]=[C:12]2[C:17](=[CH:16][CH:15]=1)[CH:9]([NH:8][C:6](=[O:7])[O:5][C:1]([CH3:2])([CH3:3])[CH3:4])[CH2:10][CH2:11]2, predict the reactants needed to synthesize it. (5) Given the product [N:38]1[CH:39]=[CH:40][N:41]=[CH:42][C:37]=1[NH:36][C:34](=[O:35])[NH:33][C:27]1[C:26]2[C:31](=[CH:32][C:23]([N:13]3[CH2:12][C@@H:11]4[CH2:7][N:8]([C:15]([O:17][C:18]([CH3:21])([CH3:20])[CH3:19])=[O:16])[CH2:9][C@@H:10]4[CH2:14]3)=[CH:24][CH:25]=2)[N:30]=[CH:29][CH:28]=1, predict the reactants needed to synthesize it. The reactants are: CC(C)([O-])C.[Na+].[CH2:7]1[C@@H:11]2[CH2:12][NH:13][CH2:14][C@@H:10]2[CH2:9][N:8]1[C:15]([O:17][C:18]([CH3:21])([CH3:20])[CH3:19])=[O:16].Br[C:23]1[CH:32]=[C:31]2[C:26]([C:27]([NH:33][C:34]([NH:36][C:37]3[CH:42]=[N:41][CH:40]=[CH:39][N:38]=3)=[O:35])=[CH:28][CH:29]=[N:30]2)=[CH:25][CH:24]=1. (6) Given the product [O:12]1[C:8]2[CH:7]=[CH:6][C:5]([O:4][C:3]3[CH:14]=[CH:15][C:16]([NH2:18])=[CH:17][C:2]=3[CH3:1])=[CH:13][C:9]=2[N:10]=[CH:11]1, predict the reactants needed to synthesize it. The reactants are: [CH3:1][C:2]1[CH:17]=[C:16]([N+:18]([O-])=O)[CH:15]=[CH:14][C:3]=1[O:4][C:5]1[CH:6]=[CH:7][C:8]2[O:12][CH:11]=[N:10][C:9]=2[CH:13]=1.